From a dataset of NCI-60 drug combinations with 297,098 pairs across 59 cell lines. Regression. Given two drug SMILES strings and cell line genomic features, predict the synergy score measuring deviation from expected non-interaction effect. Drug 1: CCC1=CC2CC(C3=C(CN(C2)C1)C4=CC=CC=C4N3)(C5=C(C=C6C(=C5)C78CCN9C7C(C=CC9)(C(C(C8N6C)(C(=O)OC)O)OC(=O)C)CC)OC)C(=O)OC.C(C(C(=O)O)O)(C(=O)O)O. Drug 2: C1C(C(OC1N2C=NC(=NC2=O)N)CO)O. Cell line: SW-620. Synergy scores: CSS=62.3, Synergy_ZIP=-3.45, Synergy_Bliss=-0.291, Synergy_Loewe=2.98, Synergy_HSA=3.94.